Dataset: Catalyst prediction with 721,799 reactions and 888 catalyst types from USPTO. Task: Predict which catalyst facilitates the given reaction. Reactant: [F:1][C:2]1([F:15])[O:6][C:5]2[C:7]([CH3:14])=[CH:8][CH:9]=[C:10](B(O)O)[C:4]=2[O:3]1.[OH:16]O.[OH-].[Na+]. Product: [F:1][C:2]1([F:15])[O:6][C:5]2[C:7]([CH3:14])=[CH:8][CH:9]=[C:10]([OH:16])[C:4]=2[O:3]1. The catalyst class is: 1.